From a dataset of Forward reaction prediction with 1.9M reactions from USPTO patents (1976-2016). Predict the product of the given reaction. (1) Given the reactants [CH2:1]1[CH:5]2[CH2:6][NH:7][CH2:8][CH:4]2[CH2:3][N:2]1[CH2:9][C:10]1[CH:25]=[CH:24][C:13]([O:14][C:15]2[S:16][C:17]3[CH:23]=[CH:22][CH:21]=[CH:20][C:18]=3[N:19]=2)=[CH:12][CH:11]=1.[CH3:26][O:27][C:28](=[O:37])[C:29]1[CH:34]=[CH:33][C:32]([CH:35]=O)=[CH:31][CH:30]=1.C(O)(=O)C.C(O[BH-](OC(=O)C)OC(=O)C)(=O)C.[Na+], predict the reaction product. The product is: [CH3:26][O:27][C:28](=[O:37])[C:29]1[CH:34]=[CH:33][C:32]([CH2:35][N:7]2[CH2:6][CH:5]3[CH:4]([CH2:3][N:2]([CH2:9][C:10]4[CH:11]=[CH:12][C:13]([O:14][C:15]5[S:16][C:17]6[CH:23]=[CH:22][CH:21]=[CH:20][C:18]=6[N:19]=5)=[CH:24][CH:25]=4)[CH2:1]3)[CH2:8]2)=[CH:31][CH:30]=1. (2) Given the reactants [Br:1][C:2]1[CH:3]=[C:4]([S:8][CH3:9])[CH:5]=[CH:6][CH:7]=1.C1C=C(Cl)C=C(C(OO)=[O:18])C=1, predict the reaction product. The product is: [CH3:9][S:8]([C:4]1[CH:5]=[CH:6][CH:7]=[C:2]([Br:1])[CH:3]=1)=[O:18]. (3) Given the reactants [F:1][C:2]([F:33])([F:32])[C@H:3]1[CH2:8][CH2:7][C@H:6]([NH:9][C:10](=[O:31])[C:11]2[CH:16]=[C:15]([N+:17]([O-])=O)[C:14]([NH:20][CH3:21])=[CH:13][C:12]=2[N:22]2[CH2:26][CH2:25][CH:24]([C:27]([F:30])([F:29])[F:28])[CH2:23]2)[CH2:5][CH2:4]1.C1COCC1, predict the reaction product. The product is: [F:32][C:2]([F:1])([F:33])[C@H:3]1[CH2:4][CH2:5][C@H:6]([NH:9][C:10](=[O:31])[C:11]2[CH:16]=[C:15]([NH2:17])[C:14]([NH:20][CH3:21])=[CH:13][C:12]=2[N:22]2[CH2:26][CH2:25][CH:24]([C:27]([F:30])([F:28])[F:29])[CH2:23]2)[CH2:7][CH2:8]1. (4) Given the reactants [CH2:1]([C:3]1[O:7][N:6]=[C:5]([C:8]2[CH:13]=[CH:12][CH:11]=[CH:10][CH:9]=2)[C:4]=1[C:14]([OH:16])=O)[CH3:2].Cl.[Cl:18][CH2:19][CH2:20][CH2:21][NH2:22].C(N(CC)CC)C.CN(C)C=O, predict the reaction product. The product is: [Cl:18][CH2:19][CH2:20][CH2:21][NH:22][C:14]([C:4]1[C:5]([C:8]2[CH:9]=[CH:10][CH:11]=[CH:12][CH:13]=2)=[N:6][O:7][C:3]=1[CH2:1][CH3:2])=[O:16]. (5) Given the reactants [N:1]1[C:2]([C:10](OCC)=[O:11])=[CH:3][N:4]2[CH:9]=[CH:8][CH:7]=[CH:6][C:5]=12.C1COCC1.[BH4-].[Li+].[OH-].[Na+], predict the reaction product. The product is: [N:1]1[C:2]([CH2:10][OH:11])=[CH:3][N:4]2[CH:9]=[CH:8][CH:7]=[CH:6][C:5]=12. (6) The product is: [NH2:1][C:2]1[CH:7]=[CH:6][N:5]([CH2:12][CH2:13][O:14][Si:15]([C:18]([CH3:21])([CH3:20])[CH3:19])([CH3:17])[CH3:16])[C:4](=[O:8])[CH:3]=1. Given the reactants [NH2:1][C:2]1[CH:7]=[CH:6][NH:5][C:4](=[O:8])[CH:3]=1.[H-].[Na+].Br[CH2:12][CH2:13][O:14][Si:15]([C:18]([CH3:21])([CH3:20])[CH3:19])([CH3:17])[CH3:16].O, predict the reaction product. (7) Given the reactants [Cl:1][C:2]1[CH:3]=[C:4]([NH:8][C:9]2[CH:14]=[C:13]([NH:15][CH:16]3[CH2:21][CH2:20][NH:19][CH2:18][CH2:17]3)[N:12]3[N:22]=[CH:23][C:24]([CH:25]=[C:26]4[NH:30][C:29](=[O:31])[NH:28][C:27]4=[O:32])=[C:11]3[N:10]=2)[CH:5]=[CH:6][CH:7]=1.[CH3:33]C(O)=O.C(O[BH-](OC(=O)C)OC(=O)C)(=O)C.[Na+].[CH2:51]1[CH2:55]OC[CH2:52]1, predict the reaction product. The product is: [Cl:1][C:2]1[CH:3]=[C:4]([NH:8][C:9]2[CH:14]=[C:13]([NH:15][CH:16]3[CH2:21][CH2:20][N:19]([CH2:33][CH:51]([CH3:52])[CH3:55])[CH2:18][CH2:17]3)[N:12]3[N:22]=[CH:23][C:24]([CH:25]=[C:26]4[NH:30][C:29](=[O:31])[NH:28][C:27]4=[O:32])=[C:11]3[N:10]=2)[CH:5]=[CH:6][CH:7]=1. (8) The product is: [Br:12][C:13]1[CH:18]=[CH:17][C:16]([O:11][CH:8]2[CH2:9][CH2:10][C:5]3([CH2:1][CH2:2][CH2:3][CH2:4]3)[CH2:6][CH2:7]2)=[CH:15][CH:14]=1. Given the reactants [CH2:1]1[C:5]2([CH2:10][CH2:9][CH:8]([OH:11])[CH2:7][CH2:6]2)[CH2:4][CH2:3][CH2:2]1.[Br:12][C:13]1[CH:18]=[CH:17][C:16](O)=[CH:15][CH:14]=1.C1C=CC(P(C2C=CC=CC=2)C2C=CC=CC=2)=CC=1.CC(OC(/N=N/C(OC(C)C)=O)=O)C, predict the reaction product. (9) Given the reactants Cl.[CH3:2][O:3][C:4](=[O:32])[CH:5]([NH:18][S:19]([C:22]1[CH:31]=[CH:30][C:29]2[C:24](=[CH:25][CH:26]=[CH:27][CH:28]=2)[CH:23]=1)(=[O:21])=[O:20])[CH2:6][C:7]1[CH:8]=[C:9]2[C:14](=[CH:15][CH:16]=1)[C:13]([NH2:17])=[N:12][CH:11]=[CH:10]2.Cl.Cl.[CH3:35][O:36]C(=O)C(N)CC1C=C2C(=CC=1)C(N)=NC=C2.COC1C=C2C(C=CC(S(Cl)(=O)=O)=C2)=CC=1, predict the reaction product. The product is: [CH3:2][O:3][C:4](=[O:32])[CH:5]([NH:18][S:19]([C:22]1[CH:31]=[CH:30][C:29]2[C:24](=[CH:25][C:26]([O:36][CH3:35])=[CH:27][CH:28]=2)[CH:23]=1)(=[O:21])=[O:20])[CH2:6][C:7]1[CH:8]=[C:9]2[C:14](=[CH:15][CH:16]=1)[C:13]([NH2:17])=[N:12][CH:11]=[CH:10]2. (10) Given the reactants [NH2:1][C:2]1[CH:3]=[C:4]([CH:8]=[CH:9][CH:10]=1)[C:5]([OH:7])=[O:6].[F:11][C:12]([F:27])([F:26])[C:13]1[CH:14]=[C:15]([CH:19]=[C:20]([C:22]([F:25])([F:24])[F:23])[CH:21]=1)[C:16](Cl)=[O:17].C(N(CC)CC)C, predict the reaction product. The product is: [F:11][C:12]([F:26])([F:27])[C:13]1[CH:14]=[C:15]([CH:19]=[C:20]([C:22]([F:25])([F:23])[F:24])[CH:21]=1)[C:16]([NH:1][C:2]1[CH:3]=[C:4]([CH:8]=[CH:9][CH:10]=1)[C:5]([OH:7])=[O:6])=[O:17].